The task is: Regression/Classification. Given an antibody's heavy chain and light chain sequences, predict its developability. TAP uses regression for 5 developability metrics; SAbDab uses binary classification.. This data is from Antibody developability classification from SAbDab with 2,409 antibodies. The antibody is ['EVQLVESGGGLVQPGGSLRLSCAASGYEFSRSWMNWVRQAPGKGLEWVGRIYPGDGDTQYSGKFKGRFTISADTSKNTAYLQMNSLRAEDTAVYYCARDGSSWDWYFDVWGQGTLVTVSS', 'DIQMTQSPSSLSASVGDRVTITCRSSQSIVHSVGNTFLEWYQQKPGKAPKLLIYKVSNRFSGVPSRFSGSGSGTDFTLTISSLQPEDFATYYCFQGSQFPYTFGQGTKVEIK']. Result: 1 (developable).